This data is from Aqueous solubility values for 9,982 compounds from the AqSolDB database. The task is: Regression/Classification. Given a drug SMILES string, predict its absorption, distribution, metabolism, or excretion properties. Task type varies by dataset: regression for continuous measurements (e.g., permeability, clearance, half-life) or binary classification for categorical outcomes (e.g., BBB penetration, CYP inhibition). For this dataset (solubility_aqsoldb), we predict Y. (1) The molecule is O=P(OCCCl)(OCCCl)OCCCl. The Y is -1.61 log mol/L. (2) The molecule is N#CS.N=C(N)N. The Y is 1.11 log mol/L. (3) The compound is O=S(=O)(Nc1ccccc1Cl)c1ccccc1. The Y is -4.32 log mol/L. (4) The compound is C/C=C/c1ccc(OCC(=O)[O-])c(OC)c1. The Y is -1.58 log mol/L. (5) The molecule is NC(=O)c1cccnc1. The Y is 0.612 log mol/L.